Dataset: Catalyst prediction with 721,799 reactions and 888 catalyst types from USPTO. Task: Predict which catalyst facilitates the given reaction. (1) Reactant: [CH2:1]([O:3][C:4](=[O:14])[C@@:5]([CH2:11][C:12]#[N:13])([CH2:9][OH:10])[CH2:6][CH2:7][CH3:8])[CH3:2].CCCC1C=CC(OC2C=CC=CC=2)=C(O)C=1.[CH3:32][C:33]([O:36][C:37](O[C:37]([O:36][C:33]([CH3:35])([CH3:34])[CH3:32])=[O:38])=[O:38])([CH3:35])[CH3:34].CCN(CC)CC. Product: [CH2:1]([O:3][C:4](=[O:14])[C@@:5]([CH2:11][CH2:12][NH:13][C:37]([O:36][C:33]([CH3:35])([CH3:34])[CH3:32])=[O:38])([CH2:9][OH:10])[CH2:6][CH2:7][CH3:8])[CH3:2]. The catalyst class is: 8. (2) Reactant: [SH:1][CH2:2][C:3]([O:5][CH2:6][CH3:7])=[O:4].[CH2:8](O)[C:9]1[CH:14]=[CH:13][CH:12]=[CH:11][CH:10]=1. Product: [CH2:6]([O:5][C:3](=[O:4])[CH2:2][S:1][CH2:8][C:9]1[CH:14]=[CH:13][CH:12]=[CH:11][CH:10]=1)[CH3:7]. The catalyst class is: 2. (3) Reactant: [OH:1][CH2:2][C:3]1([C:6]([O:8][CH2:9][CH3:10])=[O:7])[CH2:5][CH2:4]1.N1C=CN=C1.[Si:16](Cl)([C:19]([CH3:22])([CH3:21])[CH3:20])([CH3:18])[CH3:17]. Product: [Si:16]([O:1][CH2:2][C:3]1([C:6]([O:8][CH2:9][CH3:10])=[O:7])[CH2:5][CH2:4]1)([C:19]([CH3:22])([CH3:21])[CH3:20])([CH3:18])[CH3:17]. The catalyst class is: 4. (4) Reactant: [N+:1]([C:4]1[CH:8]=[N:7][NH:6][C:5]=1[NH2:9])([O-:3])=[O:2].CN(/[CH:13]=[CH:14]/[C:15]([C:17]1[S:21][CH:20]=[CH:19][CH:18]=1)=O)C.C(OCC)(=O)C. Product: [N+:1]([C:4]1[CH:8]=[N:7][N:6]2[C:15]([C:17]3[S:21][CH:20]=[CH:19][CH:18]=3)=[CH:14][CH:13]=[N:9][C:5]=12)([O-:3])=[O:2]. The catalyst class is: 15. (5) Reactant: [CH3:1][O:2][C:3]1[CH:15]=[CH:14][C:6]([NH:7][C:8]2[CH:13]=[CH:12][CH:11]=[CH:10][N:9]=2)=[C:5]([NH2:16])[CH:4]=1.[CH3:17][C:18]1[CH:22]=[CH:21][S:20][C:19]=1/[CH:23]=[CH:24]/[C:25](Cl)=O.N1C=CC=CC=1N1C2C=CC=CC=2N=C1/C=C/C1C=CC=CC=1.[C:51]([OH:56])(=[O:55])[C:52]([OH:54])=[O:53]. Product: [C:51]([OH:56])(=[O:55])[C:52]([OH:54])=[O:53].[CH3:1][O:2][C:3]1[CH:15]=[CH:14][C:6]2[N:7]([C:8]3[CH:13]=[CH:12][CH:11]=[CH:10][N:9]=3)[C:25](/[CH:24]=[CH:23]/[C:19]3[S:20][CH:21]=[CH:22][C:18]=3[CH3:17])=[N:16][C:5]=2[CH:4]=1. The catalyst class is: 13. (6) Reactant: [N+:1]([C:4]1[N:9]=[CH:8][C:7]([O:10][C:11]2[CH:16]=[CH:15][N:14]=[C:13]([C:17]3[CH:22]=[CH:21][N:20]=[C:19]([C:23]([F:26])([F:25])[F:24])[CH:18]=3)[CH:12]=2)=[CH:6][CH:5]=1)([O-])=O. Product: [F:26][C:23]([F:24])([F:25])[C:19]1[CH:18]=[C:17]([C:13]2[CH:12]=[C:11]([O:10][C:7]3[CH:6]=[CH:5][C:4]([NH2:1])=[N:9][CH:8]=3)[CH:16]=[CH:15][N:14]=2)[CH:22]=[CH:21][N:20]=1. The catalyst class is: 19. (7) Reactant: [NH2:1][C:2]1[CH:7]=[CH:6][CH:5]=[CH:4][C:3]=1[C:8]1[C:16]2[O:15][C:14]([C:17]([NH:19][C@@H:20]3[CH:25]4[CH2:26][CH2:27][N:22]([CH2:23][CH2:24]4)[CH2:21]3)=[O:18])=[CH:13][C:12]=2[CH:11]=[CH:10][CH:9]=1.[CH:28]1([C:31]([Cl:33])=[O:32])[CH2:30][CH2:29]1.C(N(CC)CC)C.C1COCC1.CN(C=O)C. Product: [ClH:33].[N:22]12[CH2:23][CH2:24][CH:25]([CH2:26][CH2:27]1)[C@@H:20]([NH:19][C:17]([C:14]1[O:15][C:16]3[C:8]([C:3]4[CH:4]=[CH:5][CH:6]=[CH:7][C:2]=4[NH:1][C:31]([CH:28]4[CH2:30][CH2:29]4)=[O:32])=[CH:9][CH:10]=[CH:11][C:12]=3[CH:13]=1)=[O:18])[CH2:21]2. The catalyst class is: 6. (8) Reactant: [F:1][C:2]([F:11])([F:10])[C:3]1[N:8]=[C:7]([NH2:9])[CH:6]=[CH:5][CH:4]=1.Br[CH2:13][C:14]1[CH:23]=[CH:22][C:17]([C:18]([O:20][CH3:21])=[O:19])=[CH:16][CH:15]=1.CCN(C(C)C)C(C)C.O. Product: [F:11][C:2]([F:1])([F:10])[C:3]1[N:8]=[C:7]([NH:9][CH2:13][C:14]2[CH:23]=[CH:22][C:17]([C:18]([O:20][CH3:21])=[O:19])=[CH:16][CH:15]=2)[CH:6]=[CH:5][CH:4]=1. The catalyst class is: 10. (9) Reactant: [C:1]([C:3]1[CH:8]=[CH:7][C:6]([NH:9][CH:10]2[CH2:15][CH2:14][N:13](C(OC(C)(C)C)=O)[CH2:12][CH2:11]2)=[CH:5][C:4]=1[C:23]([F:26])([F:25])[F:24])#[N:2].FC(F)(F)C(O)=O. Product: [C:1]([C:3]1[CH:8]=[CH:7][C:6]([NH:9][CH:10]2[CH2:11][CH2:12][NH:13][CH2:14][CH2:15]2)=[CH:5][C:4]=1[C:23]([F:26])([F:24])[F:25])#[N:2]. The catalyst class is: 4. (10) Reactant: [C:1]1(B(O)O)[CH:6]=[CH:5][CH:4]=[CH:3][CH:2]=1.[OH-].[Ba+2].[OH-].COCCOC.[CH3:19][C:20]1[N:25]=[C:24](Cl)[CH:23]=[C:22]([Cl:27])[N:21]=1. Product: [CH3:19][C:20]1[N:21]=[C:22]([Cl:27])[CH:23]=[C:24]([C:1]2[CH:6]=[CH:5][CH:4]=[CH:3][CH:2]=2)[N:25]=1. The catalyst class is: 6.